Predict the reactants needed to synthesize the given product. From a dataset of Full USPTO retrosynthesis dataset with 1.9M reactions from patents (1976-2016). (1) Given the product [NH2:1][C:6]1[C:13]([N+:14]([O-:16])=[O:15])=[CH:12][CH:11]=[C:10]([F:17])[C:7]=1[C:8]#[N:9], predict the reactants needed to synthesize it. The reactants are: [NH3:1].CCO.F[C:6]1[C:13]([N+:14]([O-:16])=[O:15])=[CH:12][CH:11]=[C:10]([F:17])[C:7]=1[C:8]#[N:9]. (2) Given the product [F:54][CH:2]([F:1])[C:3]1[CH:8]=[CH:7][N:6]=[C:5]([NH:9][C:10]2[N:15]=[C:14]([C:16]3[CH:17]=[N:18][C:19]([C@@:22]([C@H:25]4[CH2:30][CH2:29][C@H:28]([C:31]([O:33][CH2:34][O:35][C:36]([O:37][CH2:38][CH2:39][CH2:40][CH2:41][CH2:42][CH2:43][NH2:44])=[O:52])=[O:32])[CH2:27][CH2:26]4)([OH:24])[CH3:23])=[CH:20][CH:21]=3)[CH:13]=[C:12]([CH3:53])[CH:11]=2)[CH:4]=1, predict the reactants needed to synthesize it. The reactants are: [F:1][CH:2]([F:54])[C:3]1[CH:8]=[CH:7][N:6]=[C:5]([NH:9][C:10]2[N:15]=[C:14]([C:16]3[CH:17]=[N:18][C:19]([C@@:22]([C@H:25]4[CH2:30][CH2:29][C@H:28]([C:31]([O:33][CH2:34][O:35][C:36](=[O:52])[O:37][CH2:38][CH2:39][CH2:40][CH2:41][CH2:42][CH2:43][NH:44]C(=O)OC(C)(C)C)=[O:32])[CH2:27][CH2:26]4)([OH:24])[CH3:23])=[CH:20][CH:21]=3)[CH:13]=[C:12]([CH3:53])[CH:11]=2)[CH:4]=1.C(O)(C(F)(F)F)=O. (3) Given the product [CH2:1]([O:3][C:4](=[O:22])[CH:5]([C:15]1[CH:20]=[CH:19][CH:18]=[CH:17][C:16]=1[NH:40][C:39]([NH:41][C:42]([O:44][C:45]([CH3:48])([CH3:47])[CH3:46])=[O:43])=[N:38][C:36]([O:35][C:31]([CH3:34])([CH3:33])[CH3:32])=[O:37])[CH2:6][P:7]([O:12][CH2:13][CH3:14])([O:9][CH2:10][CH3:11])=[O:8])[CH3:2], predict the reactants needed to synthesize it. The reactants are: [CH2:1]([O:3][C:4](=[O:22])[CH:5]([C:15]1[CH:20]=[CH:19][CH:18]=[C:17](N)[CH:16]=1)[CH2:6][P:7]([O:12][CH2:13][CH3:14])([O:9][CH2:10][CH3:11])=[O:8])[CH3:2].OS(C(F)(F)F)(=O)=O.[C:31]([O:35][C:36]([NH:38][C:39]([NH:41][C:42]([O:44][C:45]([CH3:48])([CH3:47])[CH3:46])=[O:43])=[NH:40])=[O:37])([CH3:34])([CH3:33])[CH3:32].C(N(CC)CC)C. (4) The reactants are: COC1C=C(C=CC=1OC)C[NH:7][C:8]1[NH:9][C:10]([C:17]2[O:18][CH:19]=[CH:20][CH:21]=2)=[C:11]2[C:15]([N:16]=1)=[N:14][CH:13]=[N:12]2. Given the product [O:18]1[CH:19]=[CH:20][CH:21]=[C:17]1[C:10]1[NH:9][C:8]([NH2:7])=[N:16][C:15]2[C:11]=1[N:12]=[CH:13][N:14]=2, predict the reactants needed to synthesize it. (5) The reactants are: [F:1][CH2:2][C:3]1([CH2:14][F:15])[O:7][B:6]([OH:8])[C:5]2[CH:9]=[C:10]([CH3:13])[CH:11]=[CH:12][C:4]1=2.C1C(=O)N([Br:23])C(=O)C1. Given the product [Br:23][CH2:13][C:10]1[CH:11]=[CH:12][C:4]2[C:3]([CH2:14][F:15])([CH2:2][F:1])[O:7][B:6]([OH:8])[C:5]=2[CH:9]=1, predict the reactants needed to synthesize it.